The task is: Predict the reaction yield, written as a fraction of the theoretical maximum amount of product (1.0 means a 100% yield; for example, 0.34 means a 34% yield).. This data is from Reaction yield outcomes from USPTO patents with 853,638 reactions. (1) The reactants are [Cl:1][C:2]1[CH:7]=[CH:6][CH:5]=[CH:4][C:3]=1[CH2:8][C:9]([OH:11])=[O:10].[CH:12](OC)(OC)OC.OS(O)(=O)=O. The catalyst is CO.CCOC(C)=O. The product is [CH3:12][O:10][C:9](=[O:11])[CH2:8][C:3]1[CH:4]=[CH:5][CH:6]=[CH:7][C:2]=1[Cl:1]. The yield is 0.970. (2) The reactants are Cl[C:2]1[CH:3]=[CH:4][C:5]([OH:11])=[C:6]([CH:10]=1)[C:7]([OH:9])=[O:8].[C:12]([C:14]1[CH:19]=[CH:18][C:17](B(O)O)=[CH:16][CH:15]=1)#[N:13].C([O-])([O-])=O.[K+].[K+]. The catalyst is CC([O-])=O.CC([O-])=O.[Pd+2].C1(P(C2CCCCC2)C2C=CC=CC=2C2C(OC)=CC=C(S([O-])(=O)=O)C=2OC)CCCCC1.[Na+].O. The product is [C:12]([C:14]1[CH:19]=[CH:18][C:17]([C:2]2[CH:3]=[CH:4][C:5]([OH:11])=[C:6]([C:7]([OH:9])=[O:8])[CH:10]=2)=[CH:16][CH:15]=1)#[N:13]. The yield is 0.920. (3) The reactants are [NH:1]1[CH2:6][CH2:5][O:4][CH2:3][CH2:2]1.Cl[C:8]1[N:13]=[CH:12][C:11]2[C:14](=[C:23]3[C:31]4[C:26](=[CH:27][CH:28]=[CH:29][CH:30]=4)[NH:25][C:24]3=[O:32])[O:15][CH:16]([C:17]3[CH:22]=[CH:21][CH:20]=[CH:19][CH:18]=3)[C:10]=2[C:9]=1[Cl:33]. The catalyst is C(O)(C)C. The product is [Cl:33][C:9]1[C:10]2[CH:16]([C:17]3[CH:18]=[CH:19][CH:20]=[CH:21][CH:22]=3)[O:15][C:14](=[C:23]3[C:31]4[C:26](=[CH:27][CH:28]=[CH:29][CH:30]=4)[NH:25][C:24]3=[O:32])[C:11]=2[CH:12]=[N:13][C:8]=1[N:1]1[CH2:6][CH2:5][O:4][CH2:3][CH2:2]1. The yield is 0.450. (4) The reactants are [Cl:1][C:2]1[N:7]=[C:6](S(C)(=O)=O)[N:5]=[C:4]([N:12]2[CH2:17][CH2:16][O:15][CH2:14][CH2:13]2)[CH:3]=1.[NH2:18][CH2:19][C@@H:20]([OH:22])[CH3:21].CCN(C(C)C)C(C)C. The catalyst is CN(C=O)C. The product is [Cl:1][C:2]1[CH:3]=[C:4]([N:12]2[CH2:17][CH2:16][O:15][CH2:14][CH2:13]2)[N:5]=[C:6]([NH:18][CH2:19][C@@H:20]([OH:22])[CH3:21])[N:7]=1. The yield is 1.00. (5) The product is [Cl:1][C:2]1[CH:10]=[C:9]([C:11]2[CH2:15][C:14]([C:20]3[CH:21]=[C:22]([Cl:27])[CH:23]=[C:24]([Cl:26])[CH:25]=3)([C:16]([F:19])([F:18])[F:17])[O:13][N:12]=2)[CH:8]=[CH:7][C:3]=1[C:4]([NH:36][CH2:37][C:38]([NH:40][CH2:41][CH3:42])=[O:39])=[N:5][OH:6]. The reactants are [Cl:1][C:2]1[CH:10]=[C:9]([C:11]2[CH2:15][C:14]([C:20]3[CH:25]=[C:24]([Cl:26])[CH:23]=[C:22]([Cl:27])[CH:21]=3)([C:16]([F:19])([F:18])[F:17])[O:13][N:12]=2)[CH:8]=[CH:7][C:3]=1[CH:4]=[N:5][OH:6].ClN1C(=O)CCC1=O.[NH2:36][CH2:37][C:38]([NH:40][CH2:41][CH3:42])=[O:39].C(N(CC)CC)C. The catalyst is CN(C=O)C.C1COCC1. The yield is 0.530. (6) The reactants are Br[C:2]1[C:7]([CH:8]=[O:9])=[CH:6][CH:5]=[CH:4][N:3]=1.[CH3:10][O:11][C:12]1[CH:17]=[CH:16][C:15]([C:18]#[CH:19])=[CH:14][CH:13]=1. The catalyst is C(N(CC)CC)C.[Cu]I. The product is [CH3:10][O:11][C:12]1[CH:17]=[CH:16][C:15]([C:18]#[C:19][C:2]2[C:7]([CH:8]=[O:9])=[CH:6][CH:5]=[CH:4][N:3]=2)=[CH:14][CH:13]=1. The yield is 0.990.